Dataset: Catalyst prediction with 721,799 reactions and 888 catalyst types from USPTO. Task: Predict which catalyst facilitates the given reaction. (1) The catalyst class is: 147. Reactant: [C:1]([C:5]1[N:10]=[C:9]([N:11]2[CH2:16][CH2:15][N:14]([CH2:17][CH2:18][CH2:19][CH2:20][NH2:21])[CH2:13][CH2:12]2)[CH:8]=[C:7]([C:22]([F:25])([F:24])[F:23])[N:6]=1)([CH3:4])([CH3:3])[CH3:2].C1N=CN([C:31]([N:33]2[CH:37]=N[CH:35]=[CH:34]2)=[O:32])C=1.Cl.N1CC([C:43]2[CH:48]=[CH:47][N:46]=[CH:45][CH:44]=2)C1. Product: [C:1]([C:5]1[N:10]=[C:9]([N:11]2[CH2:16][CH2:15][N:14]([CH2:17][CH2:18][CH2:19][CH2:20][NH:21][C:31]([N:33]3[CH2:34][CH:35]([C:43]4[CH:48]=[CH:47][N:46]=[CH:45][CH:44]=4)[CH2:37]3)=[O:32])[CH2:13][CH2:12]2)[CH:8]=[C:7]([C:22]([F:24])([F:25])[F:23])[N:6]=1)([CH3:4])([CH3:2])[CH3:3]. (2) Reactant: C(OC([NH:8][CH:9]([CH2:18][C:19]([F:22])([F:21])[F:20])[C:10]([NH:12][CH2:13][C:14](OC)=[O:15])=[O:11])=O)(C)(C)C.CC(OC)(C)C. Product: [F:20][C:19]([F:22])([F:21])[CH2:18][CH:9]1[NH:8][C:14](=[O:15])[CH2:13][NH:12][C:10]1=[O:11]. The catalyst class is: 262. (3) Reactant: C[O:2][C:3](=[O:30])[CH2:4][O:5][C:6]1[CH:15]=[CH:14][C:13]([F:16])=[C:12]2[C:7]=1[C:8]([CH3:29])=[C:9]([CH2:21][C:22]1[CH:27]=[CH:26][C:25]([Cl:28])=[CH:24][CH:23]=1)[C:10]([O:17][CH:18]([F:20])[F:19])=[N:11]2.O1CCCC1.[OH-].[Li+].Cl. Product: [Cl:28][C:25]1[CH:24]=[CH:23][C:22]([CH2:21][C:9]2[C:10]([O:17][CH:18]([F:19])[F:20])=[N:11][C:12]3[C:7]([C:8]=2[CH3:29])=[C:6]([O:5][CH2:4][C:3]([OH:30])=[O:2])[CH:15]=[CH:14][C:13]=3[F:16])=[CH:27][CH:26]=1. The catalyst class is: 5.